From a dataset of Catalyst prediction with 721,799 reactions and 888 catalyst types from USPTO. Predict which catalyst facilitates the given reaction. (1) Reactant: CC1(C)CCCC(C)(C)N1.C([Li])CCC.[Cl:16][C:17]1[CH:22]=[C:21]([C:23]2[O:24][CH:25]=[N:26][N:27]=2)[CH:20]=[C:19]([Cl:28])[N:18]=1.[CH3:29][C:30]([CH3:34])([CH3:33])[CH:31]=[O:32]. Product: [Cl:28][C:19]1[CH:20]=[C:21]([C:23]2[O:24][C:25]([C@@H:31]([OH:32])[C:30]([CH3:34])([CH3:33])[CH3:29])=[N:26][N:27]=2)[CH:22]=[C:17]([Cl:16])[N:18]=1. The catalyst class is: 7. (2) Reactant: [Cl:1][C:2]1[CH:3]=[C:4]2[C:8](=[CH:9][CH:10]=1)[NH:7][C:6]([C:11]([NH:13][NH2:14])=[O:12])=[C:5]2[CH3:15].[C:16]1([CH3:24])[CH:21]=[CH:20][C:19]([CH:22]=O)=[CH:18][CH:17]=1. Product: [CH3:24][C:16]1[CH:21]=[CH:20][C:19]([CH:22]=[N:14][NH:13][C:11]([C:6]2[NH:7][C:8]3[C:4]([C:5]=2[CH3:15])=[CH:3][C:2]([Cl:1])=[CH:10][CH:9]=3)=[O:12])=[CH:18][CH:17]=1. The catalyst class is: 8.